From a dataset of Reaction yield outcomes from USPTO patents with 853,638 reactions. Predict the reaction yield, written as a fraction of the theoretical maximum amount of product (1.0 means a 100% yield; for example, 0.34 means a 34% yield). (1) The reactants are [C:1](N1C=CN=C1)(N1C=CN=C1)=[O:2].[N:13]1[CH:14]=[CH:15][N:16]2[CH2:21][CH:20]([CH2:22][OH:23])[CH2:19][CH2:18][C:17]=12.O.Cl.Cl.[CH2:27]1[C:35]2[C:30](=[CH:31][CH:32]=[CH:33][CH:34]=2)[CH2:29][CH:28]1[NH:36][C:37]1[N:38]=[CH:39][C:40]2[CH2:45][NH:44][CH2:43][C:41]=2[N:42]=1.C(N(C(C)C)CC)(C)C. The catalyst is ClCCl. The product is [CH2:29]1[C:30]2[C:35](=[CH:34][CH:33]=[CH:32][CH:31]=2)[CH2:27][CH:28]1[NH:36][C:37]1[N:38]=[CH:39][C:40]2[CH2:45][N:44]([C:1]([O:23][CH2:22][CH:20]3[CH2:21][N:16]4[CH:15]=[CH:14][N:13]=[C:17]4[CH2:18][CH2:19]3)=[O:2])[CH2:43][C:41]=2[N:42]=1. The yield is 0.440. (2) The reactants are Br[C:2]1[N:6]2[CH2:7][C:8]3([C:15]4[CH:20]=[CH:19][C:18]([O:21][CH3:22])=[CH:17][CH:16]=4)[NH:14][CH2:13][CH2:12][N:9]3[C:10](=[O:11])[C:5]2=[CH:4][CH:3]=1.[CH3:23][N:24](C=O)C. The catalyst is [C-]#N.[Zn+2].[C-]#N. The product is [CH3:22][O:21][C:18]1[CH:19]=[CH:20][C:15]([C:8]23[NH:14][CH2:13][CH2:12][N:9]2[C:10](=[O:11])[C:5]2[N:6]([C:2]([C:23]#[N:24])=[CH:3][CH:4]=2)[CH2:7]3)=[CH:16][CH:17]=1. The yield is 0.710. (3) The reactants are Cl.[CH3:2][O:3][C:4]1[CH:9]=[CH:8][C:7]([NH:10][NH2:11])=[CH:6][CH:5]=1.C(N(CC)CC)C.[C:19]([CH2:25][C:26]#[N:27])(=O)[C:20]([CH3:23])([CH3:22])[CH3:21]. The catalyst is C1(C)C=CC=CC=1. The product is [C:20]([C:19]1[CH:25]=[C:26]([NH2:27])[N:10]([C:7]2[CH:8]=[CH:9][C:4]([O:3][CH3:2])=[CH:5][CH:6]=2)[N:11]=1)([CH3:23])([CH3:22])[CH3:21]. The yield is 0.700. (4) The reactants are Cl[C:2]1[N:7]=[CH:6][N:5]=[C:4]2[N:8]([C:11]3[CH:16]=[CH:15][C:14]([S:17]([CH3:20])(=[O:19])=[O:18])=[CH:13][CH:12]=3)[N:9]=[CH:10][C:3]=12.[C:21]([O:25][C:26]([N:28]1[CH2:33][CH2:32][CH:31]([SH:34])[CH2:30][CH2:29]1)=[O:27])([CH3:24])([CH3:23])[CH3:22].C(=O)([O-])[O-].[K+].[K+]. The catalyst is CN(C=O)C. The product is [C:21]([O:25][C:26]([N:28]1[CH2:33][CH2:32][CH:31]([S:34][C:2]2[N:7]=[CH:6][N:5]=[C:4]3[N:8]([C:11]4[CH:16]=[CH:15][C:14]([S:17]([CH3:20])(=[O:19])=[O:18])=[CH:13][CH:12]=4)[N:9]=[CH:10][C:3]=23)[CH2:30][CH2:29]1)=[O:27])([CH3:24])([CH3:22])[CH3:23]. The yield is 0.660.